This data is from Catalyst prediction with 721,799 reactions and 888 catalyst types from USPTO. The task is: Predict which catalyst facilitates the given reaction. (1) Reactant: [CH:1]1([S:11][C:12]2[CH:13]=[C:14]([N:18]3[C:27](=[O:28])[C:26]4[C:21](=[CH:22][CH:23]=[CH:24][CH:25]=4)[NH:20][C:19]3=[O:29])[CH:15]=[CH:16][CH:17]=2)[C:10]2[C:5](=[CH:6][CH:7]=[CH:8][CH:9]=2)[CH2:4][CH2:3][CH2:2]1.ClC1C=CC=C(C(OO)=[O:38])C=1.O. Product: [CH:1]1([S:11]([C:12]2[CH:13]=[C:14]([N:18]3[C:27](=[O:28])[C:26]4[C:21](=[CH:22][CH:23]=[CH:24][CH:25]=4)[NH:20][C:19]3=[O:29])[CH:15]=[CH:16][CH:17]=2)=[O:38])[C:10]2[C:5](=[CH:6][CH:7]=[CH:8][CH:9]=2)[CH2:4][CH2:3][CH2:2]1. The catalyst class is: 3. (2) Reactant: [CH3:1][O:2][C:3]1[N:4]=[CH:5][C:6]2[N:11]=[C:10]([N:12]=[C:13](SC)SC)[S:9][C:7]=2[N:8]=1.Cl.Cl.[NH2:20][CH2:21][C@@:22]1([OH:30])[CH:27]2[CH2:28][CH2:29][N:24]([CH2:25][CH2:26]2)[CH2:23]1.C(=O)([O-])[O-].[Cs+].[Cs+].O. Product: [CH3:1][O:2][C:3]1[N:4]=[CH:5][C:6]2[N:11]=[C:10]([NH:12][C:13]3[O:30][C@:22]4([CH2:21][N:20]=3)[CH:27]3[CH2:28][CH2:29][N:24]([CH2:25][CH2:26]3)[CH2:23]4)[S:9][C:7]=2[N:8]=1. The catalyst class is: 3. (3) Reactant: [CH:1]1([C:4]([O:6][C:7]([CH3:10])([CH3:9])[CH3:8])=[O:5])[CH2:3][CH2:2]1.[Br:11][CH2:12][CH2:13][CH2:14][CH2:15]Br.[Li+].CC([N-]C(C)C)C.[NH4+].[Cl-]. Product: [Br:11][CH2:12][CH2:13][CH2:14][CH2:15][C:1]1([C:4]([O:6][C:7]([CH3:10])([CH3:9])[CH3:8])=[O:5])[CH2:3][CH2:2]1. The catalyst class is: 1. (4) Reactant: [H-].COCCO[Al+]OCCOC.[Na+].[H-].[CH2:15]([C:17]([C:39]1[CH:44]=[CH:43][C:42]([OH:45])=[C:41]([CH3:46])[CH:40]=1)([C:20]1[CH:25]=[CH:24][C:23]([C:26]#[C:27][C:28]([OH:37])([C:33]([F:36])([F:35])[F:34])[C:29]([F:32])([F:31])[F:30])=[C:22]([CH3:38])[CH:21]=1)[CH2:18][CH3:19])[CH3:16].Cl. Product: [CH2:15]([C:17]([C:39]1[CH:44]=[CH:43][C:42]([OH:45])=[C:41]([CH3:46])[CH:40]=1)([C:20]1[CH:25]=[CH:24][C:23](/[CH:26]=[CH:27]/[C:28]([OH:37])([C:33]([F:34])([F:35])[F:36])[C:29]([F:32])([F:31])[F:30])=[C:22]([CH3:38])[CH:21]=1)[CH2:18][CH3:19])[CH3:16]. The catalyst class is: 7. (5) Reactant: [NH2:1][C:2]1[CH:3]=[N:4][C:5]2[C:10]([C:11]=1[NH:12][CH2:13][C:14]1([OH:19])[CH2:18][CH2:17][CH2:16][CH2:15]1)=[CH:9][CH:8]=[CH:7][CH:6]=2.C(N(CC)CC)C.[CH2:27]([O:29][CH2:30][C:31](Cl)=O)[CH3:28].C(#N)C. Product: [CH2:27]([O:29][CH2:30][C:31]1[N:12]([CH2:13][C:14]2([OH:19])[CH2:18][CH2:17][CH2:16][CH2:15]2)[C:11]2[C:10]3[CH:9]=[CH:8][CH:7]=[CH:6][C:5]=3[N:4]=[CH:3][C:2]=2[N:1]=1)[CH3:28]. The catalyst class is: 4. (6) Reactant: [CH2:1]([C@@H:8]1[CH2:13][N:12]([CH2:14][C:15]2[CH:20]=[CH:19][CH:18]=[CH:17][CH:16]=2)[CH2:11][CH2:10][N:9]1[C:21]([O:23][C:24]([CH3:27])([CH3:26])[CH3:25])=[O:22])[C:2]1[CH:7]=[CH:6][CH:5]=[CH:4][CH:3]=1.[CH3:28]N(CCN(C)C)C.C([Li])(CC)C.CI.[Cl-].[NH4+]. Product: [CH2:1]([C@@H:8]1[CH2:13][N:12]([CH2:14][C:15]2[CH:16]=[CH:17][CH:18]=[CH:19][CH:20]=2)[CH2:11][C@@H:10]([CH3:28])[N:9]1[C:21]([O:23][C:24]([CH3:27])([CH3:26])[CH3:25])=[O:22])[C:2]1[CH:3]=[CH:4][CH:5]=[CH:6][CH:7]=1. The catalyst class is: 1.